Regression. Given a peptide amino acid sequence and an MHC pseudo amino acid sequence, predict their binding affinity value. This is MHC class II binding data. From a dataset of Peptide-MHC class II binding affinity with 134,281 pairs from IEDB. (1) The peptide sequence is GKNERELATLHHLNP. The MHC is DRB1_0301 with pseudo-sequence DRB1_0301. The binding affinity (normalized) is 0.294. (2) The peptide sequence is SNKAFAEGLSGEPKG. The MHC is DRB1_0401 with pseudo-sequence DRB1_0401. The binding affinity (normalized) is 0.138. (3) The peptide sequence is TQCMNIMESIPANTI. The MHC is HLA-DQA10401-DQB10402 with pseudo-sequence HLA-DQA10401-DQB10402. The binding affinity (normalized) is 0.246.